From a dataset of Full USPTO retrosynthesis dataset with 1.9M reactions from patents (1976-2016). Predict the reactants needed to synthesize the given product. (1) Given the product [ClH:1].[F:9][C:5]1[CH:4]=[C:3]([CH:8]=[CH:7][CH:6]=1)[CH2:2][O:25][C:22]1[CH:23]=[CH:24][C:19]([CH2:18][CH2:17][NH:16][CH2:15][C:39]([NH:38][CH3:37])=[O:40])=[CH:20][C:21]=1[O:26][CH3:27], predict the reactants needed to synthesize it. The reactants are: [Cl:1][CH2:2][C:3]1[CH:8]=[CH:7][CH:6]=[C:5]([F:9])[CH:4]=1.C(O[C:15](=O)[NH:16][CH2:17][CH2:18][C:19]1[CH:24]=[CH:23][C:22]([OH:25])=[C:21]([O:26][CH3:27])[CH:20]=1)(C)(C)C.C([O-])([O-])=O.[K+].[K+].[I-].[K+].[CH3:37][N:38](C)[CH:39]=[O:40]. (2) The reactants are: [OH:1][CH2:2][CH:3]([C:10]1[N:15]=[C:14]([NH:16][C:17]2[S:21][C:20]([C:22]3[CH:23]=[N:24][C:25]([N:28]4[CH2:33][CH2:32][O:31][CH2:30][CH2:29]4)=[CH:26][CH:27]=3)=[N:19][C:18]=2[C:34]([O:36]CC)=[O:35])[CH:13]=[CH:12][CH:11]=1)[N:4]1[CH2:9][CH2:8][O:7][CH2:6][CH2:5]1.CO.[OH-].[K+].Cl. Given the product [OH:1][CH2:2][CH:3]([C:10]1[N:15]=[C:14]([NH:16][C:17]2[S:21][C:20]([C:22]3[CH:23]=[N:24][C:25]([N:28]4[CH2:33][CH2:32][O:31][CH2:30][CH2:29]4)=[CH:26][CH:27]=3)=[N:19][C:18]=2[C:34]([OH:36])=[O:35])[CH:13]=[CH:12][CH:11]=1)[N:4]1[CH2:5][CH2:6][O:7][CH2:8][CH2:9]1, predict the reactants needed to synthesize it. (3) Given the product [NH2:15][CH:12]1[CH2:11][CH2:10][CH:9]([N:8]([CH2:23][CH3:24])[C:6]2[C:5]([CH2:25][CH3:26])=[C:4]([CH:3]=[C:2]([Cl:1])[CH:7]=2)[C:27]([NH:28][CH2:29][C:30]2[C:31](=[O:38])[NH:32][C:33]([CH3:37])=[CH:34][C:35]=2[CH3:36])=[O:39])[CH2:14][CH2:13]1, predict the reactants needed to synthesize it. The reactants are: [Cl:1][C:2]1[CH:3]=[C:4]([C:27](=[O:39])[NH:28][CH2:29][C:30]2[C:31](=[O:38])[NH:32][C:33]([CH3:37])=[CH:34][C:35]=2[CH3:36])[C:5]([CH2:25][CH3:26])=[C:6]([N:8]([CH2:23][CH3:24])[CH:9]2[CH2:14][CH2:13][CH:12]([NH:15]C(=O)OC(C)(C)C)[CH2:11][CH2:10]2)[CH:7]=1.FC(F)(F)C(O)=O.